From a dataset of Catalyst prediction with 721,799 reactions and 888 catalyst types from USPTO. Predict which catalyst facilitates the given reaction. Reactant: C(OC(=O)C)C.[ClH:7].C(OC(=O)[NH:14][C@H:15]([C:19]1[CH:24]=[C:23]([F:25])[C:22]([F:26])=[C:21]([F:27])[CH:20]=1)[C@H:16]([OH:18])[CH3:17])(C)(C)C. Product: [ClH:7].[NH2:14][C@H:15]([C:19]1[CH:20]=[C:21]([F:27])[C:22]([F:26])=[C:23]([F:25])[CH:24]=1)[C@H:16]([OH:18])[CH3:17]. The catalyst class is: 13.